Dataset: Forward reaction prediction with 1.9M reactions from USPTO patents (1976-2016). Task: Predict the product of the given reaction. (1) Given the reactants [CH2:1]([S:3](Cl)(=[O:5])=[O:4])[CH3:2].[F:7][C:8]1[CH:19]=[CH:18][C:11]2[CH2:12][CH2:13][CH2:14][CH2:15][CH:16]([NH2:17])[C:10]=2[CH:9]=1.C(N(CC)CC)C, predict the reaction product. The product is: [F:7][C:8]1[CH:19]=[CH:18][C:11]2[CH2:12][CH2:13][CH2:14][CH2:15][CH:16]([NH:17][S:3]([CH2:1][CH3:2])(=[O:5])=[O:4])[C:10]=2[CH:9]=1. (2) Given the reactants [CH:1]1([NH:6][C:7](=[O:16])[O:8][CH2:9][C:10]2[CH:15]=[CH:14][CH:13]=[CH:12][CH:11]=2)[CH2:5][CH:4]=[CH:3][CH2:2]1.[Zn](CC)[CH2:18]C.C(I)I, predict the reaction product. The product is: [CH:3]12[CH2:18][CH:4]1[CH2:5][CH:1]([NH:6][C:7](=[O:16])[O:8][CH2:9][C:10]1[CH:11]=[CH:12][CH:13]=[CH:14][CH:15]=1)[CH2:2]2. (3) Given the reactants O1C=C(CN)N=C1.[S:8]1[C:12]([CH2:13][NH2:14])=[CH:11][N:10]=[CH:9]1.[F:15][C:16]1[CH:37]=[CH:36][C:19]([CH2:20][N:21]2[CH2:25][CH2:24][N:23]([C:26]3[CH:27]=[C:28]([CH:32]=[CH:33][N:34]=3)[C:29](O)=[O:30])[C:22]2=[O:35])=[CH:18][CH:17]=1, predict the reaction product. The product is: [F:15][C:16]1[CH:17]=[CH:18][C:19]([CH2:20][N:21]2[CH2:25][CH2:24][N:23]([C:26]3[CH:27]=[C:28]([CH:32]=[CH:33][N:34]=3)[C:29]([NH:14][CH2:13][C:12]3[S:8][CH:9]=[N:10][CH:11]=3)=[O:30])[C:22]2=[O:35])=[CH:36][CH:37]=1. (4) Given the reactants [F-].[K+].[N:3]1([CH:9]2[CH2:14][CH2:13][C:12]([C:15]3[N:20]=[CH:19][C:18]([NH2:21])=[CH:17][CH:16]=3)=[CH:11][CH2:10]2)[CH2:8][CH2:7][O:6][CH2:5][CH2:4]1.C(OCC)C, predict the reaction product. The product is: [N:3]1([C@@H:9]2[CH2:10][CH2:11][C@H:12]([C:15]3[N:20]=[CH:19][C:18]([NH2:21])=[CH:17][CH:16]=3)[CH2:13][CH2:14]2)[CH2:8][CH2:7][O:6][CH2:5][CH2:4]1.[N:3]1([C@H:9]2[CH2:10][CH2:11][C@H:12]([C:15]3[N:20]=[CH:19][C:18]([NH2:21])=[CH:17][CH:16]=3)[CH2:13][CH2:14]2)[CH2:8][CH2:7][O:6][CH2:5][CH2:4]1. (5) The product is: [Cl:1][C:2]1[CH:3]=[C:4]2[C:13](=[CH:14][N:15]=1)[C:12]1[N:8]([CH:9]=[C:10]([C:22]3[N:68]([CH2:67][C:66]([F:71])([F:70])[F:65])[N:21]=[C:18]([CH3:19])[N:20]=3)[N:11]=1)[CH2:7][CH2:6][O:5]2. Given the reactants [Cl:1][C:2]1[CH:3]=[C:4]2[C:13](=[CH:14][N:15]=1)[C:12]1[N:8]([CH:9]=[C:10](I)[N:11]=1)[CH2:7][CH2:6][O:5]2.Cl.[C:18]([NH2:21])(=[NH:20])[CH3:19].[C:22]1(P(C2C=CC=CC=2)C2C3OC4C(=CC=CC=4P(C4C=CC=CC=4)C4C=CC=CC=4)C(C)(C)C=3C=CC=2)C=CC=CC=1.Cl.[F:65][C:66]([F:71])([F:70])[CH2:67][NH:68]N, predict the reaction product. (6) Given the reactants [Br:1][C:2]1[C:3]([O:12][CH3:13])=[CH:4][C:5]([O:10][CH3:11])=[C:6]([CH:9]=1)[CH:7]=O.[C:14]([NH:17][NH2:18])([NH2:16])=[NH:15].[ClH:19], predict the reaction product. The product is: [ClH:19].[Br:1][C:2]1[C:3]([O:12][CH3:13])=[CH:4][C:5]([O:10][CH3:11])=[C:6]([CH:9]=1)[CH:7]=[N:18][NH:17][C:14]([NH2:16])=[NH:15].